Dataset: Forward reaction prediction with 1.9M reactions from USPTO patents (1976-2016). Task: Predict the product of the given reaction. (1) The product is: [NH2:33][C:26](=[O:28])[C@@H:25]([NH:24][C:6]1[N:5]=[C:4]([C:1]([NH2:2])=[O:3])[CH:9]=[C:8]([C:10]2[CH:15]=[CH:14][C:13]([O:16][C:17]3[CH:18]=[CH:19][C:20]([F:23])=[CH:21][CH:22]=3)=[CH:12][CH:11]=2)[N:7]=1)[CH3:30]. Given the reactants [C:1]([C:4]1[CH:9]=[C:8]([C:10]2[CH:15]=[CH:14][C:13]([O:16][C:17]3[CH:22]=[CH:21][C:20]([F:23])=[CH:19][CH:18]=3)=[CH:12][CH:11]=2)[N:7]=[C:6]([NH:24][C@@H:25]([CH3:30])[C:26]([O:28]C)=O)[N:5]=1)(=[O:3])[NH2:2].CO.[NH3:33], predict the reaction product. (2) Given the reactants [C:1]([O:5][C:6]([NH:8][CH:9](OP(OCC)OCC)[C:10]([O:12][CH3:13])=[O:11])=[O:7])([CH3:4])([CH3:3])[CH3:2].N12CCCN=C1CCCCC2.[F:33][C:34]([C:37]1[CH:44]=[CH:43][C:40]([CH:41]=O)=[CH:39][N:38]=1)([F:36])[CH3:35], predict the reaction product. The product is: [C:1]([O:5][C:6]([NH:8]/[C:9](=[CH:41]\[C:40]1[CH:39]=[N:38][C:37]([C:34]([F:36])([F:33])[CH3:35])=[CH:44][CH:43]=1)/[C:10]([O:12][CH3:13])=[O:11])=[O:7])([CH3:2])([CH3:3])[CH3:4].